Predict the product of the given reaction. From a dataset of Forward reaction prediction with 1.9M reactions from USPTO patents (1976-2016). (1) Given the reactants [CH2:1]([O:3][C:4]([C:6]([C:9]1[N:10](C(OC(C)(C)C)=O)[C:11]2[C:16]([CH:17]=1)=[CH:15][CH:14]=[CH:13][CH:12]=2)([CH3:8])[CH3:7])=[O:5])[CH3:2], predict the reaction product. The product is: [NH:10]1[C:11]2[C:16](=[CH:15][CH:14]=[CH:13][CH:12]=2)[CH:17]=[C:9]1[C:6]([CH3:7])([CH3:8])[C:4]([O:3][CH2:1][CH3:2])=[O:5]. (2) Given the reactants [CH3:1][C:2]1[CH:7]=[C:6]([N:8]2[CH2:12][CH2:11][CH:10]([CH2:13][N:14]3[CH2:18][CH2:17][CH2:16][CH:15]3[CH3:19])[CH2:9]2)[CH:5]=[CH:4][C:3]=1[NH2:20].[N:21]1([C:26]2[CH:34]=[CH:33][C:29]([C:30](O)=[O:31])=[CH:28][N:27]=2)[CH:25]=[CH:24][CH:23]=[CH:22]1, predict the reaction product. The product is: [CH3:1][C:2]1[CH:7]=[C:6]([N:8]2[CH2:12][CH2:11][CH:10]([CH2:13][N:14]3[CH2:18][CH2:17][CH2:16][CH:15]3[CH3:19])[CH2:9]2)[CH:5]=[CH:4][C:3]=1[NH:20][C:30](=[O:31])[C:29]1[CH:33]=[CH:34][C:26]([N:21]2[CH:22]=[CH:23][CH:24]=[CH:25]2)=[N:27][CH:28]=1. (3) Given the reactants [H-].[Na+].[CH2:3]([N:10]1[C:18]2[C:13](=[N:14][C:15]([N:19](C(OC(C)(C)C)=O)[NH:20][C:21](OC(C)(C)C)=O)=[CH:16][CH:17]=2)[CH:12]=[C:11]1[C:35]1[N:36]=[CH:37][N:38]([C:40](C2C=CC=CC=2)([C:47]2C=CC=CC=2)C2C=CC=CC=2)[CH:39]=1)[C:4]1[CH:9]=[CH:8][CH:7]=[CH:6][CH:5]=1.I[CH2:60]C, predict the reaction product. The product is: [CH2:3]([N:10]1[C:18]2[CH:17]=[CH:16][C:15]3[N:14]([C:21]([CH3:60])=[N:20][N:19]=3)[C:13]=2[CH:12]=[C:11]1[C:35]1[N:36]=[CH:37][N:38]([CH2:40][CH3:47])[CH:39]=1)[C:4]1[CH:9]=[CH:8][CH:7]=[CH:6][CH:5]=1. (4) Given the reactants [CH3:1][C:2]1[N:3]([C:12]2[CH:17]=[CH:16][CH:15]=[CH:14][CH:13]=2)[C:4]([CH3:11])=[C:5]([C:7]([O:9]C)=[O:8])[N:6]=1.[Li+].[OH-].Cl, predict the reaction product. The product is: [CH3:1][C:2]1[N:3]([C:12]2[CH:17]=[CH:16][CH:15]=[CH:14][CH:13]=2)[C:4]([CH3:11])=[C:5]([C:7]([OH:9])=[O:8])[N:6]=1. (5) The product is: [Cl:7][C:8]1[CH:9]=[C:10]([C:18]2[O:22][N:21]=[C:20]([C:23]3[CH:28]=[N:27][CH:26]=[C:25]4[N:29]([CH2:33][CH2:34][CH2:35][C:36]([O:38][CH2:39][CH3:40])=[O:37])[CH:30]=[CH:31][C:24]=34)[N:19]=2)[CH:11]=[N:12][C:13]=1[O:14][CH:15]([CH3:17])[CH3:16]. Given the reactants C([O-])([O-])=O.[Cs+].[Cs+].[Cl:7][C:8]1[CH:9]=[C:10]([C:18]2[O:22][N:21]=[C:20]([C:23]3[CH:28]=[N:27][CH:26]=[C:25]4[NH:29][CH:30]=[CH:31][C:24]=34)[N:19]=2)[CH:11]=[N:12][C:13]=1[O:14][CH:15]([CH3:17])[CH3:16].Br[CH2:33][CH2:34][CH2:35][C:36]([O:38][CH2:39][CH3:40])=[O:37], predict the reaction product. (6) The product is: [CH2:26]([C:20]1[CH:21]=[CH:22][CH:23]=[C:24]([CH3:25])[C:19]=1[CH2:18][NH:17][C:16]1[CH:3]=[C:2]([O:4][CH3:5])[N:30]=[C:12]2[N:13]([CH3:33])[C:14]([CH3:15])=[N:10][C:11]=12)[CH3:27]. Given the reactants Cl.[C:2](OC)(OC)([O:4][CH3:5])[CH3:3].[NH2:10][C:11]1[C:12]([NH:30]C)=[N:13][C:14](OC)=[CH:15][C:16]=1[NH:17][CH2:18][C:19]1[C:24]([CH3:25])=[CH:23][CH:22]=[CH:21][C:20]=1[CH2:26][CH3:27].O.[CH2:33](O)C, predict the reaction product. (7) Given the reactants [CH2:1]([O:3][C:4](=[O:14])/[CH:5]=[CH:6]/[C:7]1[CH:12]=[CH:11][C:10]([Cl:13])=[CH:9][CH:8]=1)[CH3:2].[H][H], predict the reaction product. The product is: [CH2:1]([O:3][C:4](=[O:14])[CH2:5][CH2:6][C:7]1[CH:8]=[CH:9][C:10]([Cl:13])=[CH:11][CH:12]=1)[CH3:2]. (8) Given the reactants [NH2:1][C:2]1[C:7]([C:8](OC)=[O:9])=[CH:6][CH:5]=[C:4]([C:12]([F:15])([F:14])[F:13])[N:3]=1.[H-].[Al+3].[Li+].[H-].[H-].[H-].O.[OH-].[Na+], predict the reaction product. The product is: [NH2:1][C:2]1[C:7]([CH2:8][OH:9])=[CH:6][CH:5]=[C:4]([C:12]([F:14])([F:13])[F:15])[N:3]=1. (9) Given the reactants [NH2:1][C:2]1[C:10]2[C:5](=[CH:6][CH:7]=[CH:8][CH:9]=2)[NH:4][C:3]=1[C:11]([O:13][CH2:14][CH3:15])=[O:12].[CH:16]1([N:22]=[C:23]=[S:24])[CH2:21][CH2:20][CH2:19][CH2:18][CH2:17]1, predict the reaction product. The product is: [CH:16]1([NH:22][C:23](=[S:24])[NH:1][C:2]2[C:10]3[C:5](=[CH:6][CH:7]=[CH:8][CH:9]=3)[NH:4][C:3]=2[C:11]([O:13][CH2:14][CH3:15])=[O:12])[CH2:21][CH2:20][CH2:19][CH2:18][CH2:17]1. (10) Given the reactants [F:1][CH:2]([F:35])[O:3][C:4]1[CH:5]=[C:6]([CH:14]([N:19]2[CH2:27][C:26]3[C:21](=[C:22]([NH:28][C:29]([CH:31]4[CH2:33][CH2:32]4)=[O:30])[CH:23]=[CH:24][CH:25]=3)[C:20]2=[O:34])[CH2:15][C:16](O)=[O:17])[CH:7]=[CH:8][C:9]=1[O:10][CH:11]([F:13])[F:12].C(N1C=CN=C1)([N:38]1C=CN=C1)=O.[OH-].[NH4+].O, predict the reaction product. The product is: [F:1][CH:2]([F:35])[O:3][C:4]1[CH:5]=[C:6]([CH:14]([N:19]2[C:20](=[O:34])[C:21]3[C:26](=[CH:25][CH:24]=[CH:23][C:22]=3[NH:28][C:29]([CH:31]3[CH2:33][CH2:32]3)=[O:30])[CH2:27]2)[CH2:15][C:16](=[O:17])[NH2:38])[CH:7]=[CH:8][C:9]=1[O:10][CH:11]([F:13])[F:12].